From a dataset of NCI-60 drug combinations with 297,098 pairs across 59 cell lines. Regression. Given two drug SMILES strings and cell line genomic features, predict the synergy score measuring deviation from expected non-interaction effect. (1) Drug 1: C1=CC(=C2C(=C1NCCNCCO)C(=O)C3=C(C=CC(=C3C2=O)O)O)NCCNCCO. Drug 2: CC1CCC2CC(C(=CC=CC=CC(CC(C(=O)C(C(C(=CC(C(=O)CC(OC(=O)C3CCCCN3C(=O)C(=O)C1(O2)O)C(C)CC4CCC(C(C4)OC)OCCO)C)C)O)OC)C)C)C)OC. Cell line: OVCAR-8. Synergy scores: CSS=48.8, Synergy_ZIP=-0.425, Synergy_Bliss=-0.610, Synergy_Loewe=6.63, Synergy_HSA=7.95. (2) Drug 1: CCC1(C2=C(COC1=O)C(=O)N3CC4=CC5=C(C=CC(=C5CN(C)C)O)N=C4C3=C2)O.Cl. Drug 2: CC12CCC3C(C1CCC2OP(=O)(O)O)CCC4=C3C=CC(=C4)OC(=O)N(CCCl)CCCl.[Na+]. Cell line: OVCAR3. Synergy scores: CSS=10.4, Synergy_ZIP=1.92, Synergy_Bliss=-0.229, Synergy_Loewe=-19.7, Synergy_HSA=-7.91. (3) Drug 1: CC1=C(C=C(C=C1)C(=O)NC2=CC(=CC(=C2)C(F)(F)F)N3C=C(N=C3)C)NC4=NC=CC(=N4)C5=CN=CC=C5. Drug 2: C(CC(=O)O)C(=O)CN.Cl. Cell line: SN12C. Synergy scores: CSS=5.83, Synergy_ZIP=-0.713, Synergy_Bliss=2.70, Synergy_Loewe=-1.48, Synergy_HSA=-0.971.